Dataset: Reaction yield outcomes from USPTO patents with 853,638 reactions. Task: Predict the reaction yield, written as a fraction of the theoretical maximum amount of product (1.0 means a 100% yield; for example, 0.34 means a 34% yield). (1) The reactants are Br[C:2]1[N:6]2[N:7]=[C:8]([Cl:11])[CH:9]=[CH:10][C:5]2=[N:4][CH:3]=1.[CH3:12][O:13][C:14]1[N:15]=[N:16][CH:17]=[CH:18][C:19]=1[Sn](CCCC)(CCCC)CCCC. The catalyst is [Cu]I.C1C=CC([P]([Pd]([P](C2C=CC=CC=2)(C2C=CC=CC=2)C2C=CC=CC=2)([P](C2C=CC=CC=2)(C2C=CC=CC=2)C2C=CC=CC=2)[P](C2C=CC=CC=2)(C2C=CC=CC=2)C2C=CC=CC=2)(C2C=CC=CC=2)C2C=CC=CC=2)=CC=1. The product is [Cl:11][C:8]1[CH:9]=[CH:10][C:5]2[N:6]([C:2]([C:19]3[CH:18]=[CH:17][N:16]=[N:15][C:14]=3[O:13][CH3:12])=[CH:3][N:4]=2)[N:7]=1. The yield is 0.640. (2) The reactants are [C:1]([C:5]1O[C:7]([O:10]CC)=[CH:8][N:9]=1)([CH3:4])([CH3:3])[CH3:2].[C:13]([O:17][CH2:18][CH3:19])(=[O:16])[CH:14]=[CH2:15]. No catalyst specified. The product is [CH2:18]([O:17][C:13](=[O:16])[C:14]1[C:7]([OH:10])=[CH:8][N:9]=[C:5]([C:1]([CH3:2])([CH3:3])[CH3:4])[CH:15]=1)[CH3:19]. The yield is 0.540. (3) The product is [Br:1][C:2]1[CH:7]=[CH:6][C:5]([O:8][CH2:17][CH2:18][O:19][Si:20]([C:23]([CH3:26])([CH3:25])[CH3:24])([CH3:22])[CH3:21])=[CH:4][C:3]=1[F:9]. The yield is 0.770. The reactants are [Br:1][C:2]1[CH:7]=[CH:6][C:5]([OH:8])=[CH:4][C:3]=1[F:9].C([O-])([O-])=O.[K+].[K+].Br[CH2:17][CH2:18][O:19][Si:20]([C:23]([CH3:26])([CH3:25])[CH3:24])([CH3:22])[CH3:21]. No catalyst specified. (4) The reactants are N1C2C(=CC=C3C=2N=CC=C3)C=CC=1.C([O-])([O-])=O.[Cs+].[Cs+].I[C:22]1[CH:27]=[CH:26][C:25]([O:28][CH3:29])=[CH:24][CH:23]=1.[CH2:30]([OH:34])/[CH:31]=[CH:32]/[CH3:33]. The catalyst is [Cu]I.C1(C)C=CC=CC=1. The product is [CH2:30]([O:34][C:22]1[CH:27]=[CH:26][C:25]([O:28][CH3:29])=[CH:24][CH:23]=1)/[CH:31]=[CH:32]/[CH3:33]. The yield is 0.860. (5) The reactants are [CH:1]12[CH2:10][CH:5]3[CH2:6][CH:7]([CH2:9][CH:3]([CH2:4]3)[CH:2]1[OH:11])[CH2:8]2.[Cl:12][C:13]1[C:14](F)=[CH:15][C:16]([F:26])=[C:17]([CH:25]=1)[C:18]([O:20][C:21]([CH3:24])([CH3:23])[CH3:22])=[O:19].C(=O)([O-])[O-].[Cs+].[Cs+]. The catalyst is CS(C)=O.O. The product is [CH:1]12[CH2:10][CH:5]3[CH2:6][CH:7]([CH2:9][CH:3]([CH2:4]3)[CH:2]1[O:11][C:14]1[C:13]([Cl:12])=[CH:25][C:17]([C:18]([O:20][C:21]([CH3:22])([CH3:23])[CH3:24])=[O:19])=[C:16]([F:26])[CH:15]=1)[CH2:8]2. The yield is 0.160. (6) The reactants are [NH2:1][C:2]1[C:7]([N+:8]([O-:10])=[O:9])=[CH:6][CH:5]=[CH:4][C:3]=1[OH:11].[C:12]([O-])([O-])=O.[K+].[K+].CI.O. The catalyst is CN(C=O)C. The product is [CH3:12][O:11][C:3]1[CH:4]=[CH:5][CH:6]=[C:7]([N+:8]([O-:10])=[O:9])[C:2]=1[NH2:1]. The yield is 0.900. (7) The reactants are [NH2:1][C:2]1[CH:3]=[CH:4][C:5]([F:42])=[C:6]([C@:8]2([CH3:41])[C:14]([F:16])([F:15])[CH2:13][O:12][CH2:11][C:10]([NH:17][C:18]([C:33]3[CH:38]=[CH:37][C:36]([O:39][CH3:40])=[CH:35][CH:34]=3)([C:25]3[CH:30]=[CH:29][C:28]([O:31][CH3:32])=[CH:27][CH:26]=3)[C:19]3[CH:24]=[CH:23][CH:22]=[CH:21][CH:20]=3)=[N:9]2)[CH:7]=1.Br[C:44]1[CH:51]=[CH:50][C:47]([C:48]#[N:49])=[CH:46][CH:45]=1.CC(C)([O-])C.[Na+].C(P(C(C)(C)C)C1C=CC=CC=1C1C(C(C)C)=CC(C(C)C)=CC=1C(C)C)(C)(C)C. The catalyst is C1(C)C=CC=CC=1.C1C=CC(/C=C/C(/C=C/C2C=CC=CC=2)=O)=CC=1.C1C=CC(/C=C/C(/C=C/C2C=CC=CC=2)=O)=CC=1.C1C=CC(/C=C/C(/C=C/C2C=CC=CC=2)=O)=CC=1.C(Cl)(Cl)Cl.[Pd].[Pd]. The product is [CH3:32][O:31][C:28]1[CH:29]=[CH:30][C:25]([C:18]([C:33]2[CH:34]=[CH:35][C:36]([O:39][CH3:40])=[CH:37][CH:38]=2)([NH:17][C:10]2[CH2:11][O:12][CH2:13][C:14]([F:16])([F:15])[C@:8]([C:6]3[CH:7]=[C:2]([NH:1][C:44]4[CH:51]=[CH:50][C:47]([C:48]#[N:49])=[CH:46][CH:45]=4)[CH:3]=[CH:4][C:5]=3[F:42])([CH3:41])[N:9]=2)[C:19]2[CH:20]=[CH:21][CH:22]=[CH:23][CH:24]=2)=[CH:26][CH:27]=1. The yield is 0.490.